This data is from Reaction yield outcomes from USPTO patents with 853,638 reactions. The task is: Predict the reaction yield, written as a fraction of the theoretical maximum amount of product (1.0 means a 100% yield; for example, 0.34 means a 34% yield). (1) The reactants are [Cl:1][C:2]1[C:8]([Cl:9])=[CH:7][CH:6]=[CH:5][C:3]=1N.[Na+].[Br-:11].Br.N([O-])=O.[Na+]. The catalyst is [O-]S([O-])(=O)=O.[Cu+2].O. The product is [Br:11][C:3]1[CH:5]=[CH:6][CH:7]=[C:8]([Cl:9])[C:2]=1[Cl:1]. The yield is 0.830. (2) The reactants are [OH:1][CH:2]([CH:6]1[C:11](=[O:12])[NH:10][C:9]2[CH:13]=[CH:14][CH:15]=[CH:16][C:8]=2[S:7]1)[C:3]([OH:5])=[O:4].[CH3:17][C:18]1C=CC(S(O)(=O)=O)=C[CH:23]=1. The catalyst is COC(OC)(C)C. The product is [CH3:17][C:18]1([CH3:23])[O:1][CH:2]([CH:6]2[C:11](=[O:12])[NH:10][C:9]3[CH:13]=[CH:14][CH:15]=[CH:16][C:8]=3[S:7]2)[C:3](=[O:5])[O:4]1. The yield is 0.310. (3) The reactants are [CH3:1][O:2][C:3](=[O:13])[CH2:4][C:5]1[CH:10]=[CH:9][C:8]([S:11][CH3:12])=[CH:7][CH:6]=1.[Br:14]Br. The catalyst is C(Cl)(Cl)(Cl)Cl. The product is [CH3:1][O:2][C:3](=[O:13])[CH2:4][C:5]1[CH:10]=[CH:9][C:8]([S:11][CH3:12])=[C:7]([Br:14])[CH:6]=1. The yield is 0.850. (4) The reactants are [CH3:1][O:2][C:3]1[CH:4]=[CH:5][C:6]([CH3:9])=[N:7][CH:8]=1.[O-:10][Mn](=O)(=O)=O.[K+].[C:16]([O-])([O-])=[O:17].[K+].[K+].CI. The catalyst is O.CN(C=O)C. The product is [CH3:16][O:17][C:9]([C:6]1[CH:5]=[CH:4][C:3]([O:2][CH3:1])=[CH:8][N:7]=1)=[O:10]. The yield is 0.220. (5) The reactants are Cl.C(O[C:5]([C:7]1[CH:8]=[C:9]2[C:13](=[CH:14][CH:15]=1)[NH:12][N:11]=[C:10]2[C:16]1[CH:21]=[CH:20][C:19]([F:22])=[CH:18][CH:17]=1)=[NH:6])C.[C:23]([NH:31][NH2:32])(=O)[C:24]1[CH:29]=[CH:28][N:27]=[CH:26][CH:25]=1. No catalyst specified. The product is [F:22][C:19]1[CH:18]=[CH:17][C:16]([C:10]2[C:9]3[C:13](=[CH:14][CH:15]=[C:7]([C:5]4[NH:6][C:23]([C:24]5[CH:29]=[CH:28][N:27]=[CH:26][CH:25]=5)=[N:31][N:32]=4)[CH:8]=3)[NH:12][N:11]=2)=[CH:21][CH:20]=1. The yield is 0.150. (6) The reactants are [CH2:1]([N:3]1[CH:7]=[C:6]([C:8]([OH:10])=O)[C:5]([CH3:11])=[N:4]1)[CH3:2].C(Cl)(=O)C(Cl)=O.[NH2:18][C:19]1[CH:20]=[C:21]([CH:38]=[CH:39][C:40]=1[F:41])[O:22][C:23]1[CH:24]=[CH:25][C:26]2[N:27]([CH:29]=[C:30]([NH:32][C:33]([CH:35]3[CH2:37][CH2:36]3)=[O:34])[N:31]=2)[N:28]=1. The catalyst is CN(C)C=O.O1CCCC1.[OH-].[Na+]. The product is [CH:35]1([C:33]([NH:32][C:30]2[N:31]=[C:26]3[CH:25]=[CH:24][C:23]([O:22][C:21]4[CH:38]=[CH:39][C:40]([F:41])=[C:19]([NH:18][C:8]([C:6]5[C:5]([CH3:11])=[N:4][N:3]([CH2:1][CH3:2])[CH:7]=5)=[O:10])[CH:20]=4)=[N:28][N:27]3[CH:29]=2)=[O:34])[CH2:36][CH2:37]1. The yield is 0.520. (7) The catalyst is C(Cl)Cl.C(N(CC)C(C)C)C.CCN(C(C)C)C(C)C. The product is [Cl:33][C:34]1[S:38][C:37]([CH2:39][NH:40][C:2]([NH:13][C:14]2[CH:19]=[CH:18][C:17]([N:20]3[C:24](=[O:25])[C:23]4[CH:26]=[C:27]([Cl:30])[CH:28]=[CH:29][C:22]=4[C:21]3=[O:31])=[C:16]([CH3:32])[CH:15]=2)=[O:4])=[CH:36][CH:35]=1. The yield is 0.200. The reactants are Cl[C:2](Cl)([O:4]C(=O)OC(Cl)(Cl)Cl)Cl.[NH2:13][C:14]1[CH:19]=[CH:18][C:17]([N:20]2[C:24](=[O:25])[C:23]3=[CH:26][C:27]([Cl:30])=[CH:28][CH:29]=[C:22]3[C:21]2=[O:31])=[C:16]([CH3:32])[CH:15]=1.[Cl:33][C:34]1[S:38][C:37]([CH2:39][NH2:40])=[CH:36][CH:35]=1. (8) The reactants are [C:1](Cl)(=[O:5])[CH2:2][CH2:3][CH3:4].Cl.[NH2:8][CH2:9][C:10]1[CH:15]=[CH:14][C:13]([C:16]([N:18]2[CH2:27][C:26]3[CH:25]=[N:24][N:23]([CH3:28])[C:22]=3[NH:21][C:20]3[CH:29]=[C:30]([Cl:33])[CH:31]=[CH:32][C:19]2=3)=[O:17])=[CH:12][C:11]=1[Cl:34].CC1C=C2N=C3C(=NC(NC3=O)=O)N(C[C@H](O)[C@H](O)[C@H](O)COP([O-])(O)=O)C2=CC=1C.[Na+]. The catalyst is ClCCl.C(N(CC)CC)C.CCOC(C)=O. The product is [Cl:34][C:11]1[CH:12]=[C:13]([C:16]([N:18]2[CH2:27][C:26]3[CH:25]=[N:24][N:23]([CH3:28])[C:22]=3[NH:21][C:20]3[CH:29]=[C:30]([Cl:33])[CH:31]=[CH:32][C:19]2=3)=[O:17])[CH:14]=[CH:15][C:10]=1[CH2:9][NH:8][C:1](=[O:5])[CH2:2][CH2:3][CH3:4]. The yield is 0.580.